Regression. Given a peptide amino acid sequence and an MHC pseudo amino acid sequence, predict their binding affinity value. This is MHC class I binding data. From a dataset of Peptide-MHC class I binding affinity with 185,985 pairs from IEDB/IMGT. (1) The peptide sequence is LLVGSSGLSR. The MHC is Patr-A0101 with pseudo-sequence Patr-A0101. The binding affinity (normalized) is 0.369. (2) The peptide sequence is CSEFIRIIR. The MHC is HLA-A03:01 with pseudo-sequence HLA-A03:01. The binding affinity (normalized) is 0. (3) The peptide sequence is LLFRSIISI. The MHC is HLA-B18:01 with pseudo-sequence HLA-B18:01. The binding affinity (normalized) is 0.0847.